This data is from Full USPTO retrosynthesis dataset with 1.9M reactions from patents (1976-2016). The task is: Predict the reactants needed to synthesize the given product. (1) The reactants are: [F:1][C:2]1[CH:25]=[CH:24][CH:23]=[CH:22][C:3]=1[CH2:4][C:5]1[N:9]([CH2:10][C:11]2[CH:16]=[CH:15][C:14]([O:17][CH3:18])=[CH:13][CH:12]=2)[N:8]=[CH:7][C:6]=1[CH:19]=[N:20][OH:21].[Cl:26]N1C(=O)CCC1=O.C(OCC)(=O)C. Given the product [F:1][C:2]1[CH:25]=[CH:24][CH:23]=[CH:22][C:3]=1[CH2:4][C:5]1[N:9]([CH2:10][C:11]2[CH:12]=[CH:13][C:14]([O:17][CH3:18])=[CH:15][CH:16]=2)[N:8]=[CH:7][C:6]=1[C:19]([Cl:26])=[N:20][OH:21], predict the reactants needed to synthesize it. (2) Given the product [Br:23][CH2:24][CH2:25][NH:26][C:19]([C:16]1[NH:17][C:18]2[C:14]([CH:15]=1)=[CH:13][CH:12]=[CH:11][C:10]=2[NH:9][S:6]([C:2]1[S:1][CH:5]=[CH:4][CH:3]=1)(=[O:7])=[O:8])=[O:21], predict the reactants needed to synthesize it. The reactants are: [S:1]1[CH:5]=[CH:4][CH:3]=[C:2]1[S:6]([NH:9][C:10]1[CH:11]=[CH:12][CH:13]=[C:14]2[C:18]=1[NH:17][C:16]([C:19]([OH:21])=O)=[CH:15]2)(=[O:8])=[O:7].Br.[Br:23][CH2:24][CH2:25][NH2:26].N1(O)C2C=CC=CC=2N=N1.Cl.CN(C)CCCN=C=NCC. (3) Given the product [Cl:20][C:17]1[CH:18]=[CH:19][C:12]([O:11][CH2:10][N:1]2[C:5]3[CH:6]=[CH:7][CH:8]=[CH:9][C:4]=3[N:3]=[N:2]2)=[C:13]([CH:14]2[CH2:22][O:15]2)[CH:16]=1, predict the reactants needed to synthesize it. The reactants are: [N:1]1([CH2:10][O:11][C:12]2[CH:19]=[CH:18][C:17]([Cl:20])=[CH:16][C:13]=2[CH:14]=[O:15])[C:5]2[CH:6]=[CH:7][CH:8]=[CH:9][C:4]=2[N:3]=[N:2]1.[I-].[CH3:22][S+](C)C. (4) Given the product [C:51]([Si:48]([CH3:50])([CH3:49])[O:55][C@@H:56]1[C:65]2[C:60](=[CH:61][CH:62]=[CH:63][CH:64]=2)[N:59]([C:2]2[CH:7]=[C:6]([C:8]3[C:17]4[C:12](=[CH:13][C:14]([O:20][CH3:21])=[C:15]([O:18][CH3:19])[CH:16]=4)[CH:11]=[C:10]([C:22]([O:24][CH3:25])=[O:23])[C:9]=3[C:26]([O:28][CH3:29])=[O:27])[CH:5]=[CH:4][N:3]=2)[CH2:58][CH2:57]1)([CH3:54])([CH3:53])[CH3:52], predict the reactants needed to synthesize it. The reactants are: Br[C:2]1[CH:7]=[C:6]([C:8]2[C:17]3[C:12](=[CH:13][C:14]([O:20][CH3:21])=[C:15]([O:18][CH3:19])[CH:16]=3)[CH:11]=[C:10]([C:22]([O:24][CH3:25])=[O:23])[C:9]=2[C:26]([O:28][CH3:29])=[O:27])[CH:5]=[CH:4][N:3]=1.F[B-](F)(F)F.C([PH+](C(C)(C)C)C(C)(C)C)(C)(C)C.[Si:48]([O:55][C@@H:56]1[C:65]2[C:60](=[CH:61][CH:62]=[CH:63][CH:64]=2)[NH:59][CH2:58][CH2:57]1)([C:51]([CH3:54])([CH3:53])[CH3:52])([CH3:50])[CH3:49].CC(C)([O-])C.[Na+].[Cl-].[NH4+]. (5) Given the product [CH2:3]([Sn:16]([CH2:17][CH2:18][CH2:19][CH2:20][CH2:21][CH2:22][CH2:23][CH3:24])([CH2:25][CH2:26][CH2:27][CH2:28][CH2:29][CH2:30][CH2:31][CH3:32])[CH2:8][CH2:9][CH2:10][CH2:11][CH2:12][CH2:13][CH2:14][CH3:15])[CH:4]=[CH2:5], predict the reactants needed to synthesize it. The reactants are: N#N.[CH2:3]([Mg]Br)[CH:4]=[CH2:5].[CH2:8]([Sn:16](Cl)([CH2:25][CH2:26][CH2:27][CH2:28][CH2:29][CH2:30][CH2:31][CH3:32])[CH2:17][CH2:18][CH2:19][CH2:20][CH2:21][CH2:22][CH2:23][CH3:24])[CH2:9][CH2:10][CH2:11][CH2:12][CH2:13][CH2:14][CH3:15]. (6) Given the product [CH2:16]([O:15][CH2:8][C:9]1[CH:10]=[CH:11][CH:12]=[CH:13][CH:14]=1)[C:21]1[CH:20]=[CH:19][CH:18]=[CH:17][CH:1]=1, predict the reactants needed to synthesize it. The reactants are: [CH2:1](N(CC)CC)C.[CH2:8]([O:15][C:16]1[CH:21]=[CH:20][C:19](B(O)O)=[CH:18][CH:17]=1)[C:9]1[CH:14]=[CH:13][CH:12]=[CH:11][CH:10]=1. (7) Given the product [NH2:27][C:26]1[N:3]([CH3:2])[O:4][C:12]2([C:11]3[C:16](=[CH:17][CH:18]=[C:9]([OH:8])[CH:10]=3)[O:15][CH:14]([C:19]3[CH:24]=[CH:23][CH:22]=[CH:21][CH:20]=3)[CH2:13]2)[N:25]=1, predict the reactants needed to synthesize it. The reactants are: Cl.[CH3:2][NH:3][OH:4].C[O-].[Na+].[OH:8][C:9]1[CH:10]=[C:11]2[C:16](=[CH:17][CH:18]=1)[O:15][CH:14]([C:19]1[CH:24]=[CH:23][CH:22]=[CH:21][CH:20]=1)[CH2:13]/[C:12]/2=[N:25]\[C:26]#[N:27].